Dataset: Catalyst prediction with 721,799 reactions and 888 catalyst types from USPTO. Task: Predict which catalyst facilitates the given reaction. (1) Reactant: ClC1C2C(=CC=CC=2)C(CC2C=NC(OC)=CC=2)=C(C)N=1.Cl[C:23]1[C:32]2[C:27](=[CH:28][CH:29]=[CH:30][CH:31]=2)[C:26]([CH2:33][C:34]2[CH:35]=[N:36][C:37]([Cl:40])=[CH:38][CH:39]=2)=[C:25]([CH3:41])[N:24]=1.[F:42][C:43]([F:52])([F:51])[C:44]1[CH:45]=[C:46]([CH:48]=[CH:49][CH:50]=1)[NH2:47].Cl.O1CCOCC1. Product: [F:42][C:43]([F:51])([F:52])[C:44]1[CH:45]=[C:46]([CH:48]=[CH:49][CH:50]=1)[NH:47][C:23]1[C:32]2[C:27](=[CH:28][CH:29]=[CH:30][CH:31]=2)[C:26]([CH2:33][C:34]2[CH:35]=[N:36][C:37]([Cl:40])=[CH:38][CH:39]=2)=[C:25]([CH3:41])[N:24]=1. The catalyst class is: 5. (2) Reactant: FC1C=N[C:5]([N:8]2[CH2:12][CH:11]([C:13]([O:15]C(C)(C)C)=[O:14])[N:10]([CH3:20])[C:9]2=[O:21])=NC=1.[F:22][C:23](F)([F:27])C(O)=O.C1(C)C=CC=CC=1. Product: [F:22][CH:23]([F:27])[CH2:5][N:8]1[CH2:12][CH:11]([C:13]([OH:15])=[O:14])[N:10]([CH3:20])[C:9]1=[O:21]. The catalyst class is: 4. (3) The catalyst class is: 11. Reactant: [CH3:1][C:2]1[CH:3]=[C:4]([N:8]2[N:12]=[N:11][C:10]([CH:13]([OH:15])[CH3:14])=[N:9]2)[CH:5]=[CH:6][CH:7]=1.[C:16](OC=C)(=[O:18])[CH3:17]. Product: [C:16]([O:15][C@@H:13]([C:10]1[N:11]=[N:12][N:8]([C:4]2[CH:5]=[CH:6][CH:7]=[C:2]([CH3:1])[CH:3]=2)[N:9]=1)[CH3:14])(=[O:18])[CH3:17]. (4) Reactant: C([Mg]Cl)(C)C.Br[C:7]1[CH:8]=[N:9][CH:10]=[CH:11][CH:12]=1.[F:13][C:14]1[CH:21]=[CH:20][C:19]([F:22])=[CH:18][C:15]=1[CH:16]=[O:17].[Cl-].[NH4+]. Product: [F:13][C:14]1[CH:21]=[CH:20][C:19]([F:22])=[CH:18][C:15]=1[CH:16]([OH:17])[C:7]1[CH:8]=[N:9][CH:10]=[CH:11][CH:12]=1. The catalyst class is: 7. (5) Reactant: [NH2:1][C:2]1[CH:3]=[C:4]([NH:9][C:10](=[O:22])[C:11]2[CH:16]=[CH:15][CH:14]=[C:13]([C:17]([C:20]#[N:21])([CH3:19])[CH3:18])[CH:12]=2)[CH:5]=[CH:6][C:7]=1[CH3:8].Br[C:24]1[CH:25]=[C:26]2[C:31](=[CH:32][CH:33]=1)[N:30]=[C:29]([S:34][CH3:35])[N:28]([CH3:36])[C:27]2=[O:37].C(=O)([O-])[O-].[Cs+].[Cs+].C1C=CC(P(C2C(C3C(P(C4C=CC=CC=4)C4C=CC=CC=4)=CC=C4C=3C=CC=C4)=C3C(C=CC=C3)=CC=2)C2C=CC=CC=2)=CC=1. Product: [C:20]([C:17]([C:13]1[CH:12]=[C:11]([CH:16]=[CH:15][CH:14]=1)[C:10]([NH:9][C:4]1[CH:5]=[CH:6][C:7]([CH3:8])=[C:2]([NH:1][C:24]2[CH:25]=[C:26]3[C:31](=[CH:32][CH:33]=2)[N:30]=[C:29]([S:34][CH3:35])[N:28]([CH3:36])[C:27]3=[O:37])[CH:3]=1)=[O:22])([CH3:19])[CH3:18])#[N:21]. The catalyst class is: 62. (6) Product: [O:14]1[CH2:19][CH2:18][CH2:17][O:16][CH:15]1[CH2:20][CH2:21][C:6]([C:5]1[CH:4]=[CH:3][C:2]([F:1])=[CH:13][CH:12]=1)=[O:7]. Reactant: [F:1][C:2]1[CH:13]=[CH:12][C:5]([C:6](N(OC)C)=[O:7])=[CH:4][CH:3]=1.[O:14]1[CH2:19][CH2:18][CH2:17][O:16][CH:15]1[CH2:20][CH2:21][Mg]Br.[NH4+].[Cl-]. The catalyst class is: 1. (7) The catalyst class is: 7. Product: [CH3:1][O:2][C:3](=[O:24])[CH:4]([CH2:18][CH2:19][CH2:39][CH2:38][NH:37][C:30]([CH:29]1[CH2:33][CH2:34][CH2:35][N:28]1[C:25](=[O:27])[CH3:26])=[O:32])[C:5]1[C:13]2[C:8](=[CH:9][CH:10]=[CH:11][CH:12]=2)[N:7]([C:14]([O:16][CH3:17])=[O:15])[CH:6]=1. Reactant: [CH3:1][O:2][C:3](=[O:24])[CH:4]([CH2:18][CH2:19]OCCN)[C:5]1[C:13]2[C:8](=[CH:9][CH:10]=[CH:11][CH:12]=2)[N:7]([C:14]([O:16][CH3:17])=[O:15])[CH:6]=1.[C:25]([N:28]1[CH2:35][CH2:34][CH2:33][C@H:29]1[C:30]([OH:32])=O)(=[O:27])[CH3:26].O[N:37]1C(=O)C[CH2:39][C:38]1=O.C1(N=C=NC2CCCCC2)CCCCC1. (8) Reactant: [C:1]([O:5][C:6]([N:8]1[C@H:13]([C:14]([OH:16])=[O:15])[CH2:12][C@@H:11]2[C@H:9]1[CH2:10]2)=[O:7])([CH3:4])([CH3:3])[CH3:2].C([O-])([O-])=O.[Cs+].[Cs+].[CH2:23](Br)[CH:24]=[CH2:25]. Product: [C:1]([O:5][C:6]([N:8]1[C@H:13]([C:14]([O:16][CH2:25][CH:24]=[CH2:23])=[O:15])[CH2:12][C@@H:11]2[C@H:9]1[CH2:10]2)=[O:7])([CH3:4])([CH3:2])[CH3:3]. The catalyst class is: 3. (9) Reactant: [Cl:1][C:2]1[C:3]([C:26]2[N:30]3[CH:31]=[CH:32][CH:33]=[CH:34][C:29]3=[N:28][CH:27]=2)=[N:4][C:5]([NH:8][C:9]2[CH:14]=[CH:13][C:12]([N:15]3[CH2:19][CH2:18][C@@H:17]([NH:20]C(=O)C)[CH2:16]3)=[CH:11][C:10]=2[O:24][CH3:25])=[N:6][CH:7]=1. The catalyst class is: 33. Product: [NH2:20][C@@H:17]1[CH2:18][CH2:19][N:15]([C:12]2[CH:13]=[CH:14][C:9]([NH:8][C:5]3[N:4]=[C:3]([C:26]4[N:30]5[CH:31]=[CH:32][CH:33]=[CH:34][C:29]5=[N:28][CH:27]=4)[C:2]([Cl:1])=[CH:7][N:6]=3)=[C:10]([O:24][CH3:25])[CH:11]=2)[CH2:16]1. (10) Reactant: [OH:1][C@@H:2]1[C@H:6]([CH2:7][NH:8][C:9]([O:11][CH2:12][C:13]2[CH:18]=[CH:17][CH:16]=[CH:15][CH:14]=2)=[O:10])[CH2:5][N:4]([C:19]([O:21][C:22]([CH3:25])([CH3:24])[CH3:23])=[O:20])[CH2:3]1.C1C=C[NH+]=CC=1.[O-][Cr](Cl)(=O)=O.[O-][Si]([O-])=O.[Mg+2]. Product: [O:1]=[C:2]1[C@H:6]([CH2:7][NH:8][C:9]([O:11][CH2:12][C:13]2[CH:18]=[CH:17][CH:16]=[CH:15][CH:14]=2)=[O:10])[CH2:5][N:4]([C:19]([O:21][C:22]([CH3:25])([CH3:24])[CH3:23])=[O:20])[CH2:3]1. The catalyst class is: 2.